Dataset: Forward reaction prediction with 1.9M reactions from USPTO patents (1976-2016). Task: Predict the product of the given reaction. (1) Given the reactants [NH2:1][C:2]1[CH:21]=[CH:20][C:19]([F:22])=[CH:18][C:3]=1[C:4]([NH:6][C:7]1[CH:17]=[CH:16][C:10]2[O:11][C:12]([F:15])([F:14])[O:13][C:9]=2[CH:8]=1)=[O:5].NC1C=CC=CC=1C(NC1C=CC2OC(F)(F)C(F)(F)OC=2C=1)=O.CS(O[CH2:52][C:53]1[CH:58]=[CH:57][N:56]=[C:55]([C:59]([N:61]([CH3:63])[CH3:62])=[O:60])[CH:54]=1)(=O)=O, predict the reaction product. The product is: [F:15][C:12]1([F:14])[O:11][C:10]2[CH:16]=[CH:17][C:7]([NH:6][C:4]([C:3]3[CH:18]=[C:19]([F:22])[CH:20]=[CH:21][C:2]=3[NH:1][CH2:52][C:53]3[CH:58]=[CH:57][N:56]=[C:55]([C:59]([N:61]([CH3:62])[CH3:63])=[O:60])[CH:54]=3)=[O:5])=[CH:8][C:9]=2[O:13]1. (2) Given the reactants [H-].[Na+].[F:3][C:4]1[CH:26]=[CH:25][C:7]([C:8]([NH:10][CH2:11][CH2:12][C:13]2[CH:17]=[CH:16][N:15]([C:18]3[CH:23]=[CH:22][C:21]([F:24])=[CH:20][N:19]=3)[N:14]=2)=[O:9])=[C:6]([N:27]2[N:31]=[CH:30][CH:29]=[N:28]2)[CH:5]=1.[CH2:32](I)[CH3:33].O, predict the reaction product. The product is: [CH2:32]([N:10]([CH2:11][CH2:12][C:13]1[CH:17]=[CH:16][N:15]([C:18]2[CH:23]=[CH:22][C:21]([F:24])=[CH:20][N:19]=2)[N:14]=1)[C:8](=[O:9])[C:7]1[CH:25]=[CH:26][C:4]([F:3])=[CH:5][C:6]=1[N:27]1[N:28]=[CH:29][CH:30]=[N:31]1)[CH3:33].